From a dataset of Forward reaction prediction with 1.9M reactions from USPTO patents (1976-2016). Predict the product of the given reaction. (1) Given the reactants [NH2:1][C:2]1[C:7]2=[C:8]([C:14]3[CH:19]=[CH:18][C:17]([NH:20][C:21]([NH:23][C:24]4[CH:29]=[C:28]([C:30]([F:33])([F:32])[F:31])[CH:27]=[CH:26][C:25]=4[F:34])=[O:22])=[C:16]([F:35])[CH:15]=3)[CH:9]=[C:10]([CH2:11][CH2:12]O)[N:6]2[N:5]=[CH:4][N:3]=1.C(Br)(Br)(Br)[Br:37].C1C=CC(P(C2C=CC=CC=2)C2C=CC=CC=2)=CC=1.O, predict the reaction product. The product is: [NH2:1][C:2]1[C:7]2=[C:8]([C:14]3[CH:19]=[CH:18][C:17]([NH:20][C:21]([NH:23][C:24]4[CH:29]=[C:28]([C:30]([F:33])([F:32])[F:31])[CH:27]=[CH:26][C:25]=4[F:34])=[O:22])=[C:16]([F:35])[CH:15]=3)[CH:9]=[C:10]([CH2:11][CH2:12][Br:37])[N:6]2[N:5]=[CH:4][N:3]=1. (2) Given the reactants C[O:2][C:3](=[O:12])[C:4]1[CH:9]=[CH:8][C:7]([CH2:10]Br)=[CH:6][CH:5]=1.[F:13][C:14]1[CH:19]=[CH:18][C:17]([C@@H:20]2[C@:22]3([C:30]4[C:25](=[CH:26][CH:27]=[CH:28][CH:29]=4)[NH:24][C:23]3=[O:31])[CH2:21]2)=[CH:16][CH:15]=1, predict the reaction product. The product is: [F:13][C:14]1[CH:15]=[CH:16][C:17]([C@H:20]2[C@@:22]3([C:30]4[C:25](=[CH:26][CH:27]=[CH:28][CH:29]=4)[N:24]([CH2:10][C:7]4[CH:8]=[CH:9][C:4]([C:3]([OH:2])=[O:12])=[CH:5][CH:6]=4)[C:23]3=[O:31])[CH2:21]2)=[CH:18][CH:19]=1.